From a dataset of NCI-60 drug combinations with 297,098 pairs across 59 cell lines. Regression. Given two drug SMILES strings and cell line genomic features, predict the synergy score measuring deviation from expected non-interaction effect. Drug 1: CCC(=C(C1=CC=CC=C1)C2=CC=C(C=C2)OCCN(C)C)C3=CC=CC=C3.C(C(=O)O)C(CC(=O)O)(C(=O)O)O. Drug 2: B(C(CC(C)C)NC(=O)C(CC1=CC=CC=C1)NC(=O)C2=NC=CN=C2)(O)O. Cell line: SR. Synergy scores: CSS=57.3, Synergy_ZIP=11.4, Synergy_Bliss=9.86, Synergy_Loewe=-16.2, Synergy_HSA=6.09.